From a dataset of Forward reaction prediction with 1.9M reactions from USPTO patents (1976-2016). Predict the product of the given reaction. (1) Given the reactants [OH-].[Na+].[F:3][CH:4]([F:17])[CH2:5][O:6][C:7]1[N:8]=[CH:9][C:10]([C:13]([O:15]C)=[O:14])=[N:11][CH:12]=1.Cl.C(OCC)(=O)C, predict the reaction product. The product is: [F:17][CH:4]([F:3])[CH2:5][O:6][C:7]1[N:8]=[CH:9][C:10]([C:13]([OH:15])=[O:14])=[N:11][CH:12]=1. (2) The product is: [C:39]1([C:27]2[C:28]([C:31]3[CH:32]=[CH:33][C:34]([CH2:35][N:3]4[CH2:8][CH2:7][CH:6]([C:9]5[N:13]=[C:12]([C:14]6[CH:19]=[CH:18][CH:17]=[CH:16][N:15]=6)[NH:11][N:10]=5)[CH2:5][CH2:4]4)=[CH:37][CH:38]=3)=[N:29][C:30]3[C:21](=[O:20])[NH:22][CH:23]=[CH:24][C:25]=3[CH:26]=2)[CH:44]=[CH:43][CH:42]=[CH:41][CH:40]=1. Given the reactants Cl.Cl.[NH:3]1[CH2:8][CH2:7][CH:6]([C:9]2[N:13]=[C:12]([C:14]3[CH:19]=[CH:18][CH:17]=[CH:16][N:15]=3)[NH:11][N:10]=2)[CH2:5][CH2:4]1.[O:20]=[C:21]1[C:30]2[N:29]=[C:28]([C:31]3[CH:38]=[CH:37][C:34]([CH:35]=O)=[CH:33][CH:32]=3)[C:27]([C:39]3[CH:44]=[CH:43][CH:42]=[CH:41][CH:40]=3)=[CH:26][C:25]=2[CH:24]=[CH:23][NH:22]1.C(N(CC)CC)C.C(O)(=O)C.C(O[BH-](OC(=O)C)OC(=O)C)(=O)C.[Na+], predict the reaction product. (3) Given the reactants CCOC(/N=N/C(OCC)=O)=O.[CH3:13][O:14][C:15]1[CH:72]=[CH:71][C:18]([C:19]([NH:32][C:33]2[N:41]=[CH:40][N:39]=[C:38]3[C:34]=2[N:35]=[CH:36][N:37]3[C@H:42]2[O:47][C@@H:46]([CH2:48][O:49][C:50]([C:65]3[CH:70]=[CH:69][CH:68]=[CH:67][CH:66]=3)([C:59]3[CH:64]=[CH:63][CH:62]=[CH:61][CH:60]=3)[C:51]3[CH:56]=[CH:55][C:54]([O:57][CH3:58])=[CH:53][CH:52]=3)[C@@H:44]([OH:45])[CH2:43]2)([C:26]2[CH:31]=[CH:30][CH:29]=[CH:28][CH:27]=2)[C:20]2[CH:25]=[CH:24][CH:23]=[CH:22][CH:21]=2)=[CH:17][CH:16]=1.C1(P(C2C=CC=CC=2)C2C=CC=CC=2)C=CC=CC=1.[C:92](O)(=[O:99])[C:93]1[CH:98]=[CH:97][CH:96]=[CH:95][CH:94]=1, predict the reaction product. The product is: [CH3:13][O:14][C:15]1[CH:16]=[CH:17][C:18]([C:19]([NH:32][C:33]2[N:41]=[CH:40][N:39]=[C:38]3[C:34]=2[N:35]=[CH:36][N:37]3[C@H:42]2[O:47][C@@H:46]([CH2:48][O:49][C:50]([C:65]3[CH:66]=[CH:67][CH:68]=[CH:69][CH:70]=3)([C:59]3[CH:60]=[CH:61][CH:62]=[CH:63][CH:64]=3)[C:51]3[CH:52]=[CH:53][C:54]([O:57][CH3:58])=[CH:55][CH:56]=3)[C@H:44]([O:45][C:92](=[O:99])[C:93]3[CH:98]=[CH:97][CH:96]=[CH:95][CH:94]=3)[CH2:43]2)([C:20]2[CH:21]=[CH:22][CH:23]=[CH:24][CH:25]=2)[C:26]2[CH:27]=[CH:28][CH:29]=[CH:30][CH:31]=2)=[CH:71][CH:72]=1. (4) Given the reactants [OH-].[Na+].[CH2:3]([O:5][C:6]1[CH:11]=[C:10]([CH2:12][N:13]2[CH2:16][C:15]3([CH2:20][C:19]([N:21]4[CH2:26][CH2:25][C:24]([CH3:32])([C:27]([O:29]CC)=[O:28])[CH2:23][CH2:22]4)=[N:18][O:17]3)[CH2:14]2)[CH:9]=[C:8]([C:33]([F:36])([F:35])[F:34])[C:7]=1[C:37]1[CH:42]=[CH:41][C:40]([F:43])=[CH:39][CH:38]=1)[CH3:4], predict the reaction product. The product is: [CH2:3]([O:5][C:6]1[CH:11]=[C:10]([CH2:12][N:13]2[CH2:14][C:15]3([CH2:20][C:19]([N:21]4[CH2:26][CH2:25][C:24]([CH3:32])([C:27]([OH:29])=[O:28])[CH2:23][CH2:22]4)=[N:18][O:17]3)[CH2:16]2)[CH:9]=[C:8]([C:33]([F:34])([F:35])[F:36])[C:7]=1[C:37]1[CH:38]=[CH:39][C:40]([F:43])=[CH:41][CH:42]=1)[CH3:4].